Dataset: Full USPTO retrosynthesis dataset with 1.9M reactions from patents (1976-2016). Task: Predict the reactants needed to synthesize the given product. (1) Given the product [F:1][C:2]1[C:3]([NH:28][C@H:29]2[CH2:34][CH2:33][CH2:32][C@:31]([CH2:36][C:37]#[N:38])([OH:35])[CH2:30]2)=[N:4][C:5]([C:8]2[C:16]3[C:11](=[N:12][CH:13]=[C:14]([F:17])[CH:15]=3)[NH:10][CH:9]=2)=[N:6][CH:7]=1, predict the reactants needed to synthesize it. The reactants are: [F:1][C:2]1[C:3]([NH:28][C@H:29]2[CH2:34][CH2:33][CH2:32][C@:31]([CH2:36][C:37]#[N:38])([OH:35])[CH2:30]2)=[N:4][C:5]([C:8]2[C:16]3[C:11](=[N:12][CH:13]=[C:14]([F:17])[CH:15]=3)[N:10](S(C3C=CC(C)=CC=3)(=O)=O)[CH:9]=2)=[N:6][CH:7]=1.C[O-].[Na+].CCOC(C)=O. (2) Given the product [F:23][C:24]1([F:28])[CH2:27][N:26]([C:12]([C:9]2[C:8]3[CH:17]=[C:4]([CH:3]([O:2][CH3:1])[O:20][CH3:21])[C:5]([F:19])=[C:6]([F:18])[C:7]=3[O:11][N:10]=2)=[O:14])[CH2:25]1, predict the reactants needed to synthesize it. The reactants are: [CH3:1][O:2][CH:3]([O:20][CH3:21])[C:4]1[C:5]([F:19])=[C:6]([F:18])[C:7]2[O:11][N:10]=[C:9]([C:12]([O:14]CC)=O)[C:8]=2[CH:17]=1.Cl.[F:23][C:24]1([F:28])[CH2:27][NH:26][CH2:25]1.